This data is from Merck oncology drug combination screen with 23,052 pairs across 39 cell lines. The task is: Regression. Given two drug SMILES strings and cell line genomic features, predict the synergy score measuring deviation from expected non-interaction effect. (1) Drug 1: COc1cccc2c1C(=O)c1c(O)c3c(c(O)c1C2=O)CC(O)(C(=O)CO)CC3OC1CC(N)C(O)C(C)O1. Drug 2: COC1CC2CCC(C)C(O)(O2)C(=O)C(=O)N2CCCCC2C(=O)OC(C(C)CC2CCC(OP(C)(C)=O)C(OC)C2)CC(=O)C(C)C=C(C)C(O)C(OC)C(=O)C(C)CC(C)C=CC=CC=C1C. Cell line: SW620. Synergy scores: synergy=12.6. (2) Drug 1: CC(C)CC(NC(=O)C(Cc1ccccc1)NC(=O)c1cnccn1)B(O)O. Drug 2: CC1(c2nc3c(C(N)=O)cccc3[nH]2)CCCN1. Cell line: A2058. Synergy scores: synergy=7.24. (3) Drug 1: CS(=O)(=O)CCNCc1ccc(-c2ccc3ncnc(Nc4ccc(OCc5cccc(F)c5)c(Cl)c4)c3c2)o1. Drug 2: COC1=C2CC(C)CC(OC)C(O)C(C)C=C(C)C(OC(N)=O)C(OC)C=CC=C(C)C(=O)NC(=CC1=O)C2=O. Cell line: HT29. Synergy scores: synergy=1.15. (4) Drug 1: O=C(NOCC(O)CO)c1ccc(F)c(F)c1Nc1ccc(I)cc1F. Drug 2: Cn1cc(-c2cnn3c(N)c(Br)c(C4CCCNC4)nc23)cn1. Cell line: OVCAR3. Synergy scores: synergy=29.7. (5) Drug 1: CN(C)C(=N)N=C(N)N. Drug 2: Cn1cc(-c2cnn3c(N)c(Br)c(C4CCCNC4)nc23)cn1. Cell line: A375. Synergy scores: synergy=-1.42. (6) Drug 1: N.N.O=C(O)C1(C(=O)O)CCC1.[Pt]. Drug 2: CNC(=O)c1cc(Oc2ccc(NC(=O)Nc3ccc(Cl)c(C(F)(F)F)c3)cc2)ccn1. Cell line: LNCAP. Synergy scores: synergy=-15.4.